Dataset: NCI-60 drug combinations with 297,098 pairs across 59 cell lines. Task: Regression. Given two drug SMILES strings and cell line genomic features, predict the synergy score measuring deviation from expected non-interaction effect. (1) Drug 1: CC(CN1CC(=O)NC(=O)C1)N2CC(=O)NC(=O)C2. Drug 2: C1CNP(=O)(OC1)N(CCCl)CCCl. Cell line: TK-10. Synergy scores: CSS=12.5, Synergy_ZIP=-4.85, Synergy_Bliss=-1.34, Synergy_Loewe=-0.381, Synergy_HSA=-0.226. (2) Drug 1: C1=NC2=C(N1)C(=S)N=CN2. Drug 2: CN(C(=O)NC(C=O)C(C(C(CO)O)O)O)N=O. Cell line: MDA-MB-435. Synergy scores: CSS=54.8, Synergy_ZIP=1.18, Synergy_Bliss=3.18, Synergy_Loewe=-57.2, Synergy_HSA=2.02. (3) Drug 1: CC(CN1CC(=O)NC(=O)C1)N2CC(=O)NC(=O)C2. Drug 2: CCC(=C(C1=CC=CC=C1)C2=CC=C(C=C2)OCCN(C)C)C3=CC=CC=C3.C(C(=O)O)C(CC(=O)O)(C(=O)O)O. Cell line: UACC62. Synergy scores: CSS=10.6, Synergy_ZIP=-5.13, Synergy_Bliss=-5.75, Synergy_Loewe=-4.95, Synergy_HSA=-4.63. (4) Drug 1: CC1OCC2C(O1)C(C(C(O2)OC3C4COC(=O)C4C(C5=CC6=C(C=C35)OCO6)C7=CC(=C(C(=C7)OC)O)OC)O)O. Drug 2: CS(=O)(=O)OCCCCOS(=O)(=O)C. Cell line: KM12. Synergy scores: CSS=16.8, Synergy_ZIP=-6.18, Synergy_Bliss=-4.37, Synergy_Loewe=1.88, Synergy_HSA=2.18. (5) Drug 1: CCC(=C(C1=CC=CC=C1)C2=CC=C(C=C2)OCCN(C)C)C3=CC=CC=C3.C(C(=O)O)C(CC(=O)O)(C(=O)O)O. Cell line: EKVX. Synergy scores: CSS=-2.53, Synergy_ZIP=8.41, Synergy_Bliss=9.24, Synergy_Loewe=7.48, Synergy_HSA=5.79. Drug 2: CC1CCC2CC(C(=CC=CC=CC(CC(C(=O)C(C(C(=CC(C(=O)CC(OC(=O)C3CCCCN3C(=O)C(=O)C1(O2)O)C(C)CC4CCC(C(C4)OC)OCCO)C)C)O)OC)C)C)C)OC. (6) Synergy scores: CSS=14.6, Synergy_ZIP=-2.56, Synergy_Bliss=-2.20, Synergy_Loewe=4.15, Synergy_HSA=0.850. Cell line: BT-549. Drug 1: CC1C(C(CC(O1)OC2CC(CC3=C2C(=C4C(=C3O)C(=O)C5=C(C4=O)C(=CC=C5)OC)O)(C(=O)CO)O)N)O.Cl. Drug 2: CN(C)N=NC1=C(NC=N1)C(=O)N. (7) Drug 1: CCC1=C2CN3C(=CC4=C(C3=O)COC(=O)C4(CC)O)C2=NC5=C1C=C(C=C5)O. Drug 2: CCN(CC)CCCC(C)NC1=C2C=C(C=CC2=NC3=C1C=CC(=C3)Cl)OC. Cell line: A498. Synergy scores: CSS=28.4, Synergy_ZIP=-5.82, Synergy_Bliss=-0.732, Synergy_Loewe=-2.91, Synergy_HSA=1.29. (8) Drug 1: CN(C)N=NC1=C(NC=N1)C(=O)N. Drug 2: CCCS(=O)(=O)NC1=C(C(=C(C=C1)F)C(=O)C2=CNC3=C2C=C(C=N3)C4=CC=C(C=C4)Cl)F. Cell line: MDA-MB-435. Synergy scores: CSS=10.5, Synergy_ZIP=-1.09, Synergy_Bliss=-2.23, Synergy_Loewe=-32.2, Synergy_HSA=-5.72. (9) Drug 1: C1=CN(C(=O)N=C1N)C2C(C(C(O2)CO)O)O.Cl. Drug 2: CCC1(CC2CC(C3=C(CCN(C2)C1)C4=CC=CC=C4N3)(C5=C(C=C6C(=C5)C78CCN9C7C(C=CC9)(C(C(C8N6C=O)(C(=O)OC)O)OC(=O)C)CC)OC)C(=O)OC)O.OS(=O)(=O)O. Synergy scores: CSS=41.1, Synergy_ZIP=-5.82, Synergy_Bliss=-6.75, Synergy_Loewe=-5.54, Synergy_HSA=-2.68. Cell line: SNB-19.